From a dataset of Reaction yield outcomes from USPTO patents with 853,638 reactions. Predict the reaction yield, written as a fraction of the theoretical maximum amount of product (1.0 means a 100% yield; for example, 0.34 means a 34% yield). (1) The reactants are [CH2:1]([O:3][C@@H:4]([CH2:9][C:10]1[CH:15]=[CH:14][C:13]([C:16]2[S:20][C:19]([N:21]([CH3:32])[C:22]([NH:24][CH2:25][CH2:26][CH2:27][CH2:28][CH2:29][CH2:30][CH3:31])=[O:23])=[N:18][CH:17]=2)=[CH:12][CH:11]=1)[C:5]([O:7]C)=[O:6])[CH3:2].[OH-].[Li+]. The catalyst is O1CCCC1.O. The product is [CH2:1]([O:3][C@@H:4]([CH2:9][C:10]1[CH:15]=[CH:14][C:13]([C:16]2[S:20][C:19]([N:21]([CH3:32])[C:22]([NH:24][CH2:25][CH2:26][CH2:27][CH2:28][CH2:29][CH2:30][CH3:31])=[O:23])=[N:18][CH:17]=2)=[CH:12][CH:11]=1)[C:5]([OH:7])=[O:6])[CH3:2]. The yield is 0.820. (2) The reactants are [NH2:1][C:2]1[CH:3]=[CH:4][C:5]([C:8]#[N:9])=[N:6][CH:7]=1.C(N(CC)CC)C.FC(F)(F)S(O[Si:23]([CH3:26])([CH3:25])[CH3:24])(=O)=O. The catalyst is C1(C)C=CC=CC=1. The product is [CH3:24][Si:23]([N:1]([Si:23]([CH3:26])([CH3:25])[CH3:24])[C:2]1[CH:3]=[CH:4][C:5]([C:8]#[N:9])=[N:6][CH:7]=1)([CH3:26])[CH3:25]. The yield is 0.640.